Dataset: Forward reaction prediction with 1.9M reactions from USPTO patents (1976-2016). Task: Predict the product of the given reaction. (1) Given the reactants [Cl:1][C:2]1[CH:7]=[CH:6][C:5]([NH:8][C:9]([N:11]2[CH:15]=[CH:14]N=C2)=[O:10])=[CH:4][C:3]=1[C:16]([F:19])([F:18])[F:17].NC1C=[CH:36][C:24]([O:25][C:26]2[CH:31]=[CH:30][N:29]=[C:28]([C:32]([NH:34][CH3:35])=[O:33])[CH:27]=2)=[CH:23][CH:22]=1, predict the reaction product. The product is: [CH3:35][NH:34][C:32]([C:28]1[CH:27]=[C:26]([O:25][C:24]2[CH:36]=[CH:14][C:15]([NH:11][C:9]([NH:8][C:5]3[CH:6]=[CH:7][C:2]([Cl:1])=[C:3]([C:16]([F:17])([F:18])[F:19])[CH:4]=3)=[O:10])=[CH:22][CH:23]=2)[CH:31]=[CH:30][N:29]=1)=[O:33]. (2) Given the reactants C([O:3][C:4]([CH:6]1[CH2:11][CH2:10][N:9]([C:12]2[CH:21]=[CH:20][C:19]3[C:14](=[CH:15][CH:16]=[C:17]([Cl:33])[C:18]=3[C:22]([NH:24][CH2:25][CH2:26][C:27]3[CH:32]=[CH:31][CH:30]=[CH:29][CH:28]=3)=[O:23])[N:13]=2)[CH2:8][CH2:7]1)=[O:5])C.Cl, predict the reaction product. The product is: [Cl:33][C:17]1[C:18]([C:22]([NH:24][CH2:25][CH2:26][C:27]2[CH:28]=[CH:29][CH:30]=[CH:31][CH:32]=2)=[O:23])=[C:19]2[C:14](=[CH:15][CH:16]=1)[N:13]=[C:12]([N:9]1[CH2:8][CH2:7][CH:6]([C:4]([OH:5])=[O:3])[CH2:11][CH2:10]1)[CH:21]=[CH:20]2. (3) Given the reactants [Cl-].[NH4+].[N+:3]([C:6]1[CH:7]=[C:8]2[CH:14]=[N:13][N:12]([CH:15]3[CH2:20][CH2:19][O:18][CH2:17][CH2:16]3)[C:9]2=[N:10][CH:11]=1)([O-])=O, predict the reaction product. The product is: [O:18]1[CH2:17][CH2:16][CH:15]([N:12]2[C:9]3=[N:10][CH:11]=[C:6]([NH2:3])[CH:7]=[C:8]3[CH:14]=[N:13]2)[CH2:20][CH2:19]1.